The task is: Regression. Given two drug SMILES strings and cell line genomic features, predict the synergy score measuring deviation from expected non-interaction effect.. This data is from Merck oncology drug combination screen with 23,052 pairs across 39 cell lines. Drug 1: CN1C(=O)C=CC2(C)C3CCC4(C)C(NC(=O)OCC(F)(F)F)CCC4C3CCC12. Drug 2: O=C(O)C1(Cc2cccc(Nc3nccs3)n2)CCC(Oc2cccc(Cl)c2F)CC1. Cell line: OVCAR3. Synergy scores: synergy=-13.6.